This data is from Reaction yield outcomes from USPTO patents with 853,638 reactions. The task is: Predict the reaction yield, written as a fraction of the theoretical maximum amount of product (1.0 means a 100% yield; for example, 0.34 means a 34% yield). (1) The reactants are O[C:2]1([CH2:23][CH2:24][C:25]2[CH:30]=[CH:29][CH:28]=[CH:27][CH:26]=2)[C:6]2[CH:7]=[C:8]([NH:13][C:14](=[O:20])[CH2:15][C:16]([CH3:19])([CH3:18])[CH3:17])[C:9]([CH3:12])=[C:10]([CH3:11])[C:5]=2[O:4][C:3]1([CH3:22])[CH3:21]. The catalyst is C(OCC)(=O)C.CCCCCC. The product is [CH3:21][C:3]1([CH3:22])[CH:2]([CH2:23][CH2:24][C:25]2[CH:30]=[CH:29][CH:28]=[CH:27][CH:26]=2)[C:6]2[CH:7]=[C:8]([NH:13][C:14](=[O:20])[CH2:15][C:16]([CH3:19])([CH3:18])[CH3:17])[C:9]([CH3:12])=[C:10]([CH3:11])[C:5]=2[O:4]1. The yield is 0.920. (2) The reactants are [NH2:1][C:2]1[N:3]([CH2:24]C2CCCCC2)[C:4](=[O:23])[C:5]2([C:15]3[C:10](=[CH:11][CH:12]=[C:13](Br)[CH:14]=3)[O:9][CH:8]([C:17]3[CH:22]=[CH:21][CH:20]=[CH:19][CH:18]=3)[CH2:7]2)[N:6]=1.[CH3:31][N:32]([CH3:45])[S:33]([C:36]1[CH:37]=[C:38](B(O)O)[CH:39]=[CH:40][CH:41]=1)(=[O:35])=[O:34]. The catalyst is O1CCOCC1.C([O-])([O-])=O.[Cs+].[Cs+].Cl[Pd](Cl)([P](C1C=CC=CC=1)(C1C=CC=CC=1)C1C=CC=CC=1)[P](C1C=CC=CC=1)(C1C=CC=CC=1)C1C=CC=CC=1. The product is [NH2:1][C:2]1[N:3]([CH3:24])[C:4](=[O:23])[C:5]2([C:15]3[C:10](=[CH:11][CH:12]=[C:13]([C:38]4[CH:37]=[C:36]([S:33]([N:32]([CH3:45])[CH3:31])(=[O:34])=[O:35])[CH:41]=[CH:40][CH:39]=4)[CH:14]=3)[O:9][CH:8]([C:17]3[CH:22]=[CH:21][CH:20]=[CH:19][CH:18]=3)[CH2:7]2)[N:6]=1. The yield is 0.0700. (3) The catalyst is CN(C=O)C.C(OCC)(=O)C. The product is [CH:26]1([NH:25][C:11]([C:2]2[CH:3]=[CH:4][C:5]3[C:10](=[CH:9][CH:8]=[N:7][CH:6]=3)[N:1]=2)=[O:13])[C:34]2[C:29](=[CH:30][CH:31]=[CH:32][CH:33]=2)[CH2:28][CH2:27]1. The reactants are [N:1]1[C:10]2[C:5](=[CH:6][N:7]=[CH:8][CH:9]=2)[CH:4]=[CH:3][C:2]=1[C:11]([OH:13])=O.O.ON1C2C=CC=CC=2N=N1.[NH2:25][CH:26]1[C:34]2[C:29](=[CH:30][CH:31]=[CH:32][CH:33]=2)[CH2:28][CH2:27]1.CCCCCC.C(OCC)(=O)C. The yield is 0.960.